Dataset: Forward reaction prediction with 1.9M reactions from USPTO patents (1976-2016). Task: Predict the product of the given reaction. (1) Given the reactants [CH2:1]([Mg]Br)[CH3:2].O1CCCC1.C(N(CC)CC)C.C[O:18][C:19]([C:21]1[CH:25]=[C:24]([C:26]2[CH:31]=[C:30]([CH3:32])[CH:29]=[CH:28][C:27]=2[F:33])[O:23][N:22]=1)=O, predict the reaction product. The product is: [F:33][C:27]1[CH:28]=[CH:29][C:30]([CH3:32])=[CH:31][C:26]=1[C:24]1[O:23][N:22]=[C:21]([C:19](=[O:18])[CH2:1][CH3:2])[CH:25]=1. (2) Given the reactants [Cl:1][C:2]1[CH:7]=[CH:6][CH:5]=[CH:4][C:3]=1[C:8]1[O:12][C:11]([I:13])=[N:10][C:9]=1[C:14]1[N:18]=[CH:17][NH:16][N:15]=1.[CH3:19][Si:20]([CH2:23][CH2:24][O:25][CH2:26]Cl)([CH3:22])[CH3:21].[I-].[K+].[H-].[Na+], predict the reaction product. The product is: [Cl:1][C:2]1[CH:7]=[CH:6][CH:5]=[CH:4][C:3]=1[C:8]1[O:12][C:11]([I:13])=[N:10][C:9]=1[C:14]1[N:18]([CH2:26][O:25][CH2:24][CH2:23][Si:20]([CH3:22])([CH3:21])[CH3:19])[CH:17]=[N:16][N:15]=1. (3) Given the reactants [CH3:1][C:2]1[C:11]2[CH:10]=[N:9][C:8](SC)=[N:7][C:6]=2[C:5]([C:14]2[C:22]3[C:17](=[CH:18][C:19]([C:23]([F:26])([F:25])[F:24])=[CH:20][CH:21]=3)[N:16]([S:27]([C:30]3[CH:35]=[CH:34][C:33]([CH3:36])=[CH:32][CH:31]=3)(=[O:29])=[O:28])[CH:15]=2)=[CH:4][N:3]=1.[C@@H:37]1([NH2:44])[CH2:42][CH2:41][CH2:40][CH2:39][C@@H:38]1[NH2:43], predict the reaction product. The product is: [CH3:1][C:2]1[C:11]2[CH:10]=[N:9][C:8]([NH:43][C@@H:38]3[CH2:39][CH2:40][CH2:41][CH2:42][C@@H:37]3[NH2:44])=[N:7][C:6]=2[C:5]([C:14]2[C:22]3[C:17](=[CH:18][C:19]([C:23]([F:26])([F:25])[F:24])=[CH:20][CH:21]=3)[N:16]([S:27]([C:30]3[CH:31]=[CH:32][C:33]([CH3:36])=[CH:34][CH:35]=3)(=[O:28])=[O:29])[CH:15]=2)=[CH:4][N:3]=1. (4) Given the reactants [C:1]([N:5]1[C:9]2[CH:10]=[CH:11][CH:12]=[CH:13][C:8]=2[N:7]([C@@H:14]([C:19]2[CH:24]=[CH:23][CH:22]=[CH:21][CH:20]=2)[C@H:15]([OH:18])[CH2:16][OH:17])[C:6]1=[O:25])([CH3:4])([CH3:3])[CH3:2].[C:26]1([CH3:36])[CH:31]=[CH:30][C:29]([S:32](Cl)(=[O:34])=[O:33])=[CH:28][CH:27]=1.Cl, predict the reaction product. The product is: [C:1]([N:5]1[C:9]2[CH:10]=[CH:11][CH:12]=[CH:13][C:8]=2[N:7]([C@@H:14]([C:19]2[CH:20]=[CH:21][CH:22]=[CH:23][CH:24]=2)[C@H:15]([OH:18])[CH2:16][O:17][S:32]([C:29]2[CH:30]=[CH:31][C:26]([CH3:36])=[CH:27][CH:28]=2)(=[O:34])=[O:33])[C:6]1=[O:25])([CH3:4])([CH3:2])[CH3:3]. (5) Given the reactants [F:1][C:2]1[CH:10]=[C:9]2[C:5]([CH2:6][C:7](=[O:11])[NH:8]2)=[CH:4][CH:3]=1.C1C(=O)N([Br:19])C(=O)C1, predict the reaction product. The product is: [Br:19][C:3]1[CH:4]=[C:5]2[C:9](=[CH:10][C:2]=1[F:1])[NH:8][C:7](=[O:11])[CH2:6]2. (6) Given the reactants [NH2:1][C:2]1[CH:7]=[N:6][CH:5]=[CH:4][N:3]=1.[N+:8]([CH2:10][C:11]([O:13][CH3:14])=[O:12])#[C-:9].[CH:15](=O)[C:16]1[O:20][CH:19]=[CH:18][CH:17]=1, predict the reaction product. The product is: [CH3:14][O:13][C:11](=[O:12])[CH2:10][NH:8][C:9]1[N:3]2[CH:4]=[CH:5][N:6]=[CH:7][C:2]2=[N:1][C:15]=1[C:16]1[O:20][CH:19]=[CH:18][CH:17]=1. (7) Given the reactants [Br:1][C:2]1[CH:7]=[C:6]([Br:8])[CH:5]=[C:4]([CH2:9]Br)[C:3]=1[OH:11].[C-:12]#[N:13].[Na+].O.Cl, predict the reaction product. The product is: [Br:1][C:2]1[C:3]([OH:11])=[C:4]([CH2:9][C:12]#[N:13])[CH:5]=[C:6]([Br:8])[CH:7]=1. (8) Given the reactants [N:1]1([C:7]([CH:9]2[CH2:14][NH:13][CH2:12][CH2:11][N:10]2[C:15]([O:17][CH2:18][C:19]2[CH:24]=[CH:23][CH:22]=[CH:21][CH:20]=2)=[O:16])=[O:8])[CH2:6][CH2:5][O:4][CH2:3][CH2:2]1.O=[C:26]1[CH2:31][CH2:30][N:29]([C:32]([O:34][C:35]([CH3:38])([CH3:37])[CH3:36])=[O:33])[CH2:28][CH2:27]1.C(O)(=O)C.C(O[BH-](OC(=O)C)OC(=O)C)(=O)C.[Na+], predict the reaction product. The product is: [C:35]([O:34][C:32]([N:29]1[CH2:30][CH2:31][CH:26]([N:13]2[CH2:12][CH2:11][N:10]([C:15]([O:17][CH2:18][C:19]3[CH:24]=[CH:23][CH:22]=[CH:21][CH:20]=3)=[O:16])[CH:9]([C:7]([N:1]3[CH2:6][CH2:5][O:4][CH2:3][CH2:2]3)=[O:8])[CH2:14]2)[CH2:27][CH2:28]1)=[O:33])([CH3:38])([CH3:36])[CH3:37]. (9) Given the reactants [Cl:1][C:2]1[S:6][C:5]([S:7]([NH:10][C:11]2[C:16](Br)=[N:15][C:14]([Br:18])=[CH:13][N:12]=2)(=[O:9])=[O:8])=[CH:4][CH:3]=1.[CH3:19][O:20][C:21]1[CH:28]=[CH:27][C:24]([CH2:25][OH:26])=[CH:23][CH:22]=1, predict the reaction product. The product is: [Br:18][C:14]1[N:15]=[C:16]([O:26][CH2:25][C:24]2[CH:27]=[CH:28][C:21]([O:20][CH3:19])=[CH:22][CH:23]=2)[C:11]([NH:10][S:7]([C:5]2[S:6][C:2]([Cl:1])=[CH:3][CH:4]=2)(=[O:9])=[O:8])=[N:12][CH:13]=1.